Dataset: Full USPTO retrosynthesis dataset with 1.9M reactions from patents (1976-2016). Task: Predict the reactants needed to synthesize the given product. Given the product [CH2:9]([O:11][C:12]([C:14]1([CH2:28][CH2:29][CH2:30][O:31][CH3:32])[CH2:19][CH2:18][N:17]([C:20]([O:22][C:23]([CH3:25])([CH3:24])[CH3:26])=[O:21])[CH2:16][CH2:15]1)=[O:13])[CH3:10], predict the reactants needed to synthesize it. The reactants are: [Li+].CC([N-]C(C)C)C.[CH2:9]([O:11][C:12]([CH:14]1[CH2:19][CH2:18][N:17]([C:20]([O:22][C:23]([CH3:26])([CH3:25])[CH3:24])=[O:21])[CH2:16][CH2:15]1)=[O:13])[CH3:10].Br[CH2:28][CH2:29][CH2:30][O:31][CH3:32].